The task is: Regression/Classification. Given a drug SMILES string, predict its absorption, distribution, metabolism, or excretion properties. Task type varies by dataset: regression for continuous measurements (e.g., permeability, clearance, half-life) or binary classification for categorical outcomes (e.g., BBB penetration, CYP inhibition). Dataset: cyp3a4_veith.. This data is from CYP3A4 inhibition data for predicting drug metabolism from PubChem BioAssay. (1) The compound is O=C(O)CN(CCOCCOCCN(CC(=O)O)CC(=O)O)CC(=O)O. The result is 0 (non-inhibitor). (2) The drug is CCCn1c(N)c(C(=O)CSc2nc(C)cs2)c(=O)n(C)c1=O. The result is 1 (inhibitor). (3) The molecule is CCOC(=O)C1=NOC(CNC(=O)C2=NOC(CNC(=O)c3c(-c4ccccc4Cl)noc3C)C2)C1. The result is 1 (inhibitor). (4) The molecule is CC(C)CNCCc1ccccn1. The result is 0 (non-inhibitor).